From a dataset of CYP2D6 inhibition data for predicting drug metabolism from PubChem BioAssay. Regression/Classification. Given a drug SMILES string, predict its absorption, distribution, metabolism, or excretion properties. Task type varies by dataset: regression for continuous measurements (e.g., permeability, clearance, half-life) or binary classification for categorical outcomes (e.g., BBB penetration, CYP inhibition). Dataset: cyp2d6_veith. (1) The molecule is O=C(CC(=O)NC1CCCCC1)N/N=C/c1ccc(Cl)cc1. The result is 0 (non-inhibitor). (2) The molecule is Cc1ccc(S(=O)(=O)N2CCC(=O)N2)cc1. The result is 0 (non-inhibitor). (3) The drug is COc1ccc(C(=O)Nc2ccc(F)cc2F)cc1OC. The result is 0 (non-inhibitor). (4) The drug is Cc1cc(C)nc(Nc2n[nH]c(COc3cccc4ccccc34)n2)n1. The result is 0 (non-inhibitor). (5) The drug is CN1CCC2(CC1)CCN(C(=O)c1cccc(F)c1)CC2. The result is 0 (non-inhibitor). (6) The molecule is O=[N+]([O-])c1cccnc1N1CCCCC1. The result is 0 (non-inhibitor). (7) The compound is Nc1nc(SCC(=O)c2ccc(Br)cc2)c2[nH]cnc2n1. The result is 0 (non-inhibitor). (8) The drug is Cc1cccc(C)c1NC(=O)C(c1ccccc1)N1CCC1=O. The result is 0 (non-inhibitor). (9) The result is 0 (non-inhibitor). The compound is COC(=O)c1cc2c(ccn2-c2ccc(F)cc2)n1CC(C)C. (10) The compound is O=[N+]([O-])c1ccc(N2CCN(Cc3ccccc3)CC2)c(S(=O)(=O)N2CCOCC2)c1. The result is 0 (non-inhibitor).